This data is from Full USPTO retrosynthesis dataset with 1.9M reactions from patents (1976-2016). The task is: Predict the reactants needed to synthesize the given product. (1) Given the product [Cl:1][C:2]1[CH:3]=[C:4]([C@:8]([C@@H:16]2[CH2:21][CH2:20][CH2:19][N:18]([C:30]([NH:32][CH2:33][C@@H:34]([NH:42][C:43](=[O:49])[O:44][C:45]([CH3:47])([CH3:46])[CH3:48])[CH2:35][CH:36]3[CH2:37][CH2:38][CH2:39][CH2:40][CH2:41]3)=[O:29])[CH2:17]2)([OH:15])[CH2:9][CH2:10][CH2:11][CH2:12][O:13][CH3:14])[CH:5]=[CH:6][CH:7]=1, predict the reactants needed to synthesize it. The reactants are: [Cl:1][C:2]1[CH:3]=[C:4]([C@:8]([C@@H:16]2[CH2:21][CH2:20][CH2:19][NH:18][CH2:17]2)([OH:15])[CH2:9][CH2:10][CH2:11][CH2:12][O:13][CH3:14])[CH:5]=[CH:6][CH:7]=1.[N+](C1C=CC([O:29][C:30]([NH:32][CH2:33][C@@H:34]([NH:42][C:43](=[O:49])[O:44][C:45]([CH3:48])([CH3:47])[CH3:46])[CH2:35][CH:36]2[CH2:41][CH2:40][CH2:39][CH2:38][CH2:37]2)=O)=CC=1)([O-])=O.CCN(C(C)C)C(C)C. (2) Given the product [Br:1][C:2]1[CH:3]=[C:4]2[C:12](=[CH:13][CH:14]=1)[O:11][CH2:10][C:6]1([CH2:9][O:8][CH2:7]1)[C:5]2=[CH2:18], predict the reactants needed to synthesize it. The reactants are: [Br:1][C:2]1[CH:3]=[C:4]2[C:12](=[CH:13][CH:14]=1)[O:11][CH2:10][C:6]1([CH2:9][O:8][CH2:7]1)[C:5]2=O.[OH-].[Na+].[CH2:18]1COCC1. (3) Given the product [F:1][C:2]1[C:3]([O:27][CH3:28])=[CH:4][CH:5]=[C:6]2[C:11]=1[C:10]([CH3:13])([CH3:12])[C:9](=[O:14])[C:8]([C:15]([NH:17][CH2:18][C:19]([O:21][C:22]([CH3:25])([CH3:24])[CH3:23])=[O:20])=[O:16])=[C:7]2[OH:26], predict the reactants needed to synthesize it. The reactants are: [F:1][C:2]1[C:3]([OH:27])=[CH:4][CH:5]=[C:6]2[C:11]=1[C:10]([CH3:13])([CH3:12])[C:9](=[O:14])[C:8]([C:15]([NH:17][CH2:18][C:19]([O:21][C:22]([CH3:25])([CH3:24])[CH3:23])=[O:20])=[O:16])=[C:7]2[OH:26].[C:28]([O-])([O-])=O.[K+].[K+].CI. (4) Given the product [CH2:2]1[O:4][CH:3]1[C:5]1[CH:10]=[CH:9][CH:8]=[CH:7][CH:6]=1, predict the reactants needed to synthesize it. The reactants are: Cl[CH2:2][CH:3]([C:5]1[CH:10]=[CH:9][CH:8]=[CH:7][CH:6]=1)[OH:4].[OH-].[Na+].